From a dataset of Forward reaction prediction with 1.9M reactions from USPTO patents (1976-2016). Predict the product of the given reaction. (1) The product is: [C:32]([O:36][C:37](=[O:43])[NH:38][CH:39]1[CH2:42][N:41]([C:20]2[S:21][C:17](=[CH:16][C:12]3[CH:11]=[C:10]4[C:15](=[CH:14][CH:13]=3)[N:7]([CH2:6][C:5]3[CH:26]=[CH:27][C:2]([Cl:1])=[CH:3][C:4]=3[C:28]([F:31])([F:30])[F:29])[N:8]=[CH:9]4)[C:18](=[O:25])[N:19]=2)[CH2:40]1)([CH3:35])([CH3:33])[CH3:34]. Given the reactants [Cl:1][C:2]1[CH:27]=[CH:26][C:5]([CH2:6][N:7]2[C:15]3[C:10](=[CH:11][C:12]([CH:16]=[C:17]4[S:21][C:20](SCC)=[N:19][C:18]4=[O:25])=[CH:13][CH:14]=3)[CH:9]=[N:8]2)=[C:4]([C:28]([F:31])([F:30])[F:29])[CH:3]=1.[C:32]([O:36][C:37](=[O:43])[NH:38][CH:39]1[CH2:42][NH:41][CH2:40]1)([CH3:35])([CH3:34])[CH3:33], predict the reaction product. (2) Given the reactants [CH3:1][O:2][C:3]1[CH:4]=[C:5]2[C:10](=[CH:11][C:12]=1[O:13][CH2:14][CH2:15][N:16]1[CH:20]=[N:19][CH:18]=[N:17]1)[N:9]=[CH:8][NH:7][C:6]2=O.CN(C=O)C.C1(C)C=CC=CC=1.S(Cl)([Cl:36])=O, predict the reaction product. The product is: [Cl:36][C:6]1[C:5]2[C:10](=[CH:11][C:12]([O:13][CH2:14][CH2:15][N:16]3[CH:20]=[N:19][CH:18]=[N:17]3)=[C:3]([O:2][CH3:1])[CH:4]=2)[N:9]=[CH:8][N:7]=1. (3) Given the reactants [CH2:1]([NH:7][CH2:8][C:9]1[CH:21]=[CH:20][C:12]2[O:13][C:14]([CH3:19])([CH3:18])[O:15][C:16](=[O:17])[C:11]=2[CH:10]=1)[CH2:2][CH2:3][CH2:4][CH2:5][CH3:6].[F:22][C:23]1[CH:28]=[CH:27][C:26]([C:29]#[C:30][C:31]2[CH:39]=[CH:38][C:34]([C:35]([OH:37])=O)=[CH:33][CH:32]=2)=[CH:25][CH:24]=1, predict the reaction product. The product is: [CH3:19][C:14]1([CH3:18])[O:13][C:12]2[CH:20]=[CH:21][C:9]([CH2:8][N:7]([CH2:1][CH2:2][CH2:3][CH2:4][CH2:5][CH3:6])[C:35](=[O:37])[C:34]3[CH:33]=[CH:32][C:31]([C:30]#[C:29][C:26]4[CH:25]=[CH:24][C:23]([F:22])=[CH:28][CH:27]=4)=[CH:39][CH:38]=3)=[CH:10][C:11]=2[C:16](=[O:17])[O:15]1. (4) Given the reactants [C:1]1([CH:7]([CH:14]2[CH2:19][CH2:18][N:17]([CH3:20])[CH2:16][CH2:15]2)N2CCNCC2)[CH:6]=[CH:5][CH:4]=[CH:3][CH:2]=1.C1(C(N=C=[O:36])C2C=CC=CC=2)C=CC=CC=1, predict the reaction product. The product is: [CH3:20][N:17]1[CH2:18][CH2:19][CH:14]([C:7]([C:1]2[CH:6]=[CH:5][CH:4]=[CH:3][CH:2]=2)=[O:36])[CH2:15][CH2:16]1. (5) The product is: [N:10]1([C:6]2[CH:5]=[C:4]([NH2:1])[CH:9]=[CH:8][CH:7]=2)[CH2:11][CH2:12][O:13][CH2:14][CH2:15]1. Given the reactants [N+:1]([C:4]1[CH:5]=[C:6]([N:10]2[CH2:15][CH2:14][O:13][CH2:12][CH2:11]2)[CH:7]=[CH:8][CH:9]=1)([O-])=O, predict the reaction product. (6) Given the reactants Br.[Br:2][CH2:3][CH2:4][NH2:5].[C:6](O[C:6]([O:8][C:9]([CH3:12])([CH3:11])[CH3:10])=[O:7])([O:8][C:9]([CH3:12])([CH3:11])[CH3:10])=[O:7].C(N(CC)CC)C.O1CCCC1, predict the reaction product. The product is: [Br:2][CH2:3][CH2:4][NH:5][C:6](=[O:7])[O:8][C:9]([CH3:12])([CH3:11])[CH3:10].